Dataset: Forward reaction prediction with 1.9M reactions from USPTO patents (1976-2016). Task: Predict the product of the given reaction. (1) Given the reactants [CH2:1]([NH:8][C:9]([C:11]1[CH:20]=[CH:19][C:18]2[C:13](=[C:14](Br)[CH:15]=[N:16][CH:17]=2)[N:12]=1)=[O:10])[C:2]1[CH:7]=[CH:6][CH:5]=[CH:4][CH:3]=1.[CH3:22][C:23]1[CH:28]=[CH:27][N:26]=[C:25](B2OC(C)(C)C(C)(C)O2)[CH:24]=1.C(=O)([O-])[O-].[Cs+].[Cs+], predict the reaction product. The product is: [CH2:1]([NH:8][C:9]([C:11]1[CH:20]=[CH:19][C:18]2[C:13](=[C:14]([C:25]3[CH:24]=[C:23]([CH3:22])[CH:28]=[CH:27][N:26]=3)[CH:15]=[N:16][CH:17]=2)[N:12]=1)=[O:10])[C:2]1[CH:7]=[CH:6][CH:5]=[CH:4][CH:3]=1. (2) The product is: [CH3:1][O:2][C:3]1[CH:8]=[C:7]([O:9][CH3:10])[N:6]=[C:5]([N:11]2[CH2:18][CH:17]3[CH2:16][N:15]([C:31]([C:26]4[C:25]([C:19]5[CH:24]=[CH:23][CH:22]=[CH:21][CH:20]=5)=[CH:30][CH:29]=[CH:28][N:27]=4)=[O:32])[CH2:14][CH:13]3[CH2:12]2)[N:4]=1. Given the reactants [CH3:1][O:2][C:3]1[CH:8]=[C:7]([O:9][CH3:10])[N:6]=[C:5]([N:11]2[CH2:18][CH:17]3[CH:13]([CH2:14][NH:15][CH2:16]3)[CH2:12]2)[N:4]=1.[C:19]1([C:25]2[C:26]([C:31](O)=[O:32])=[N:27][CH:28]=[CH:29][CH:30]=2)[CH:24]=[CH:23][CH:22]=[CH:21][CH:20]=1, predict the reaction product.